This data is from Forward reaction prediction with 1.9M reactions from USPTO patents (1976-2016). The task is: Predict the product of the given reaction. (1) Given the reactants C([Si](C)(C)[O:6][CH:7]1[CH2:23][N:11]2[C:12](=[O:22])[CH:13]=[C:14]([C:16]3[CH:21]=[CH:20][CH:19]=[CH:18][CH:17]=3)[N:15]=[C:10]2[N:9]([C:24]2[CH:29]=[CH:28][N:27]=[C:26]([NH:30][CH:31]([C:33]3[CH:38]=[CH:37][CH:36]=[CH:35][CH:34]=3)[CH3:32])[N:25]=2)[CH2:8]1)(C)(C)C.C(Cl)Cl.Cl.C([O-])(O)=O.[Na+], predict the reaction product. The product is: [OH:6][CH:7]1[CH2:23][N:11]2[C:12](=[O:22])[CH:13]=[C:14]([C:16]3[CH:17]=[CH:18][CH:19]=[CH:20][CH:21]=3)[N:15]=[C:10]2[N:9]([C:24]2[CH:29]=[CH:28][N:27]=[C:26]([NH:30][CH:31]([C:33]3[CH:38]=[CH:37][CH:36]=[CH:35][CH:34]=3)[CH3:32])[N:25]=2)[CH2:8]1. (2) Given the reactants [Cl:1][C:2]1[CH:7]=[C:6](Cl)[N:5]=[C:4]([S:9][CH3:10])[N:3]=1.[CH3:11][OH:12], predict the reaction product. The product is: [Cl:1][C:2]1[CH:7]=[C:6]([O:12][CH3:11])[N:5]=[C:4]([S:9][CH3:10])[N:3]=1. (3) Given the reactants [OH:1][C:2]1[CH:3]=[C:4]([CH:8]=[CH:9][C:10]=1[CH3:11])[C:5]([OH:7])=O.[NH:12]1[CH2:17][CH2:16][CH2:15][C@@H:14]2[C:18]3[CH:19]=[CH:20][CH:21]=[CH:22][C:23]=3[CH2:24][C@H:13]12.F[P-](F)(F)(F)(F)F.N1(OC(N(C)C)=[N+](C)C)C2N=CC=CC=2N=N1, predict the reaction product. The product is: [N:12]1([C:5]([C:4]2[CH:8]=[CH:9][C:10]([CH3:11])=[C:2]([OH:1])[CH:3]=2)=[O:7])[CH2:17][CH2:16][CH2:15][C@@H:14]2[C:18]3[CH:19]=[CH:20][CH:21]=[CH:22][C:23]=3[CH2:24][C@H:13]12.